This data is from Forward reaction prediction with 1.9M reactions from USPTO patents (1976-2016). The task is: Predict the product of the given reaction. (1) Given the reactants [NH2:1][C:2]1[CH:3]=[C:4]([C:9]([Br:12])=[CH:10][N:11]=1)[C:5]([O:7][CH3:8])=[O:6].[C:13](O[C:13]([O:15][C:16]([CH3:19])([CH3:18])[CH3:17])=[O:14])([O:15][C:16]([CH3:19])([CH3:18])[CH3:17])=[O:14], predict the reaction product. The product is: [C:16]([O:15][C:13]([N:1]([C:13]([O:15][C:16]([CH3:19])([CH3:18])[CH3:17])=[O:14])[C:2]1[CH:3]=[C:4]([C:9]([Br:12])=[CH:10][N:11]=1)[C:5]([O:7][CH3:8])=[O:6])=[O:14])([CH3:19])([CH3:18])[CH3:17]. (2) The product is: [C:1]1([C:7]2[CH:8]=[C:9]([C:16]3[O:20][N:19]=[C:18]([C:21]4[CH:22]=[C:23]([CH2:26][N:53]5[CH2:56][CH:55]([C:57]([O:59][CH2:60][CH3:61])=[O:58])[CH2:54]5)[O:24][CH:25]=4)[N:17]=3)[S:10][C:11]=2[C:12]([F:15])([F:14])[F:13])[CH:6]=[CH:5][CH:4]=[CH:3][CH:2]=1. Given the reactants [C:1]1([C:7]2[CH:8]=[C:9]([C:16]3[O:20][N:19]=[C:18]([C:21]4[CH:22]=[C:23]([CH2:26]O)[O:24][CH:25]=4)[N:17]=3)[S:10][C:11]=2[C:12]([F:15])([F:14])[F:13])[CH:6]=[CH:5][CH:4]=[CH:3][CH:2]=1.C(Br)(Br)(Br)Br.C1(P(C2C=CC=CC=2)C2C=CC=CC=2)C=CC=CC=1.Cl.[NH:53]1[CH2:56][CH:55]([C:57]([O:59][CH2:60][CH3:61])=[O:58])[CH2:54]1.C(N(CC)C(C)C)(C)C.C(=O)([O-])O.[Na+], predict the reaction product. (3) Given the reactants [CH3:1][C:2](=[CH2:14])[CH2:3][CH2:4][C:5]1[CH:13]=[CH:12][C:8]([C:9]([OH:11])=O)=[CH:7][CH:6]=1.Cl.C([NH:26][CH2:27][CH2:28][CH2:29][CH2:30][NH2:31])(OCC1C=CC=CC=1)=O, predict the reaction product. The product is: [NH2:26][CH2:27][CH2:28][CH2:29][CH2:30][NH:31][C:9](=[O:11])[C:8]1[CH:7]=[CH:6][C:5]([CH2:4][CH2:3][CH:2]([CH3:1])[CH3:14])=[CH:13][CH:12]=1. (4) Given the reactants [Br:1][C:2]1[CH:10]=[C:9]([F:11])[C:5]([C:6](O)=[O:7])=[C:4]([F:12])[CH:3]=1, predict the reaction product. The product is: [Br:1][C:2]1[CH:3]=[C:4]([F:12])[C:5]([CH2:6][OH:7])=[C:9]([F:11])[CH:10]=1. (5) The product is: [CH2:3]([O:4][CH2:5][C@H:6]1[CH2:10][CH2:9][CH2:8][N:7]1[C:11]([O:13][C:14]([CH3:16])([CH3:15])[CH3:17])=[O:12])[CH:2]([CH3:18])[CH3:1]. Given the reactants [CH3:1][C:2](=[CH2:18])[CH2:3][O:4][CH2:5][C@H:6]1[CH2:10][CH2:9][CH2:8][N:7]1[C:11]([O:13][C:14]([CH3:17])([CH3:16])[CH3:15])=[O:12], predict the reaction product. (6) The product is: [F:15][C:12]1[C:13]2[CH2:14][NH:6][C:7](=[O:30])[C:8]=2[C:9]([C:25]2[O:26][CH:27]=[CH:28][CH:29]=2)=[N:10][C:11]=1[NH:16][C@H:17]([CH2:21][CH:22]([CH3:24])[CH3:23])[C:18]([NH2:20])=[O:19]. Given the reactants COC1C=C(OC)C=CC=1C[N:6]1[CH2:14][C:13]2[C:12]([F:15])=[C:11]([NH:16][C@H:17]([CH2:21][CH:22]([CH3:24])[CH3:23])[C:18]([NH2:20])=[O:19])[N:10]=[C:9]([C:25]3[O:26][CH:27]=[CH:28][CH:29]=3)[C:8]=2[C:7]1=[O:30], predict the reaction product. (7) Given the reactants Br[C:2]1[C:3]([NH:9][C:10]2[CH:15]=[CH:14][CH:13]=[CH:12][CH:11]=2)=[N:4][CH:5]=[C:6]([CH3:8])[CH:7]=1.C1CCN2C(=NCCC2)CC1.O, predict the reaction product. The product is: [CH3:8][C:6]1[CH:5]=[N:4][C:3]2[NH:9][C:10]3[C:15]([C:2]=2[CH:7]=1)=[CH:14][CH:13]=[CH:12][CH:11]=3.